This data is from NCI-60 drug combinations with 297,098 pairs across 59 cell lines. The task is: Regression. Given two drug SMILES strings and cell line genomic features, predict the synergy score measuring deviation from expected non-interaction effect. (1) Drug 1: C1=CC(=CC=C1CC(C(=O)O)N)N(CCCl)CCCl.Cl. Drug 2: C1CN1P(=S)(N2CC2)N3CC3. Cell line: HS 578T. Synergy scores: CSS=13.7, Synergy_ZIP=-5.38, Synergy_Bliss=-3.04, Synergy_Loewe=-4.45, Synergy_HSA=-4.07. (2) Drug 1: CC1=C(C=C(C=C1)C(=O)NC2=CC(=CC(=C2)C(F)(F)F)N3C=C(N=C3)C)NC4=NC=CC(=N4)C5=CN=CC=C5. Drug 2: CC1=C(C(=O)C2=C(C1=O)N3CC4C(C3(C2COC(=O)N)OC)N4)N. Cell line: ACHN. Synergy scores: CSS=41.6, Synergy_ZIP=-0.288, Synergy_Bliss=1.29, Synergy_Loewe=-30.3, Synergy_HSA=-2.57. (3) Drug 1: C1=C(C(=O)NC(=O)N1)F. Drug 2: C1C(C(OC1N2C=NC3=C2NC=NCC3O)CO)O. Cell line: BT-549. Synergy scores: CSS=30.3, Synergy_ZIP=-10.2, Synergy_Bliss=-8.16, Synergy_Loewe=-8.79, Synergy_HSA=-6.11. (4) Drug 1: CN1C2=C(C=C(C=C2)N(CCCl)CCCl)N=C1CCCC(=O)O.Cl. Drug 2: C(CN)CNCCSP(=O)(O)O. Cell line: SK-OV-3. Synergy scores: CSS=1.72, Synergy_ZIP=1.17, Synergy_Bliss=1.57, Synergy_Loewe=2.19, Synergy_HSA=-0.0953.